Predict the reactants needed to synthesize the given product. From a dataset of Full USPTO retrosynthesis dataset with 1.9M reactions from patents (1976-2016). (1) The reactants are: CN(C=O)C.CO[C:8](=[O:19])[C:9]1[CH:14]=[C:13]([N+:15]([O-:17])=[O:16])[CH:12]=[N:11][C:10]=1Cl.[C:20]([O:24][CH3:25])(=[O:23])[CH2:21][SH:22].C(=O)([O-])[O-].[K+].[K+]. Given the product [CH3:25][O:24][C:20]([C:21]1[S:22][C:10]2=[N:11][CH:12]=[C:13]([N+:15]([O-:17])=[O:16])[CH:14]=[C:9]2[C:8]=1[OH:19])=[O:23], predict the reactants needed to synthesize it. (2) Given the product [CH3:16][O:17][C:18]1[CH:24]=[CH:23][C:21]([NH:22][C:8]2[CH:15]=[CH:14][C:11]([C:12]#[N:13])=[CH:10][CH:9]=2)=[CH:20][CH:19]=1, predict the reactants needed to synthesize it. The reactants are: CC(C)([O-])C.[Na+].F[C:8]1[CH:15]=[CH:14][C:11]([C:12]#[N:13])=[CH:10][CH:9]=1.[CH3:16][O:17][C:18]1[CH:24]=[CH:23][C:21]([NH2:22])=[CH:20][CH:19]=1.CS(C)=O.